From a dataset of Reaction yield outcomes from USPTO patents with 853,638 reactions. Predict the reaction yield, written as a fraction of the theoretical maximum amount of product (1.0 means a 100% yield; for example, 0.34 means a 34% yield). (1) The reactants are [CH3:1][C:2]1[CH:7]=[CH:6][N:5]=[C:4]([C:8](=O)[CH2:9][C:10](=O)[C:11]([O:13][CH2:14][CH3:15])=[O:12])[CH:3]=1.[Cl:18][C:19]1[N:20]=[N:21][C:22]([NH:25][NH2:26])=[CH:23][CH:24]=1.Cl.C(=O)(O)[O-].[Na+]. The catalyst is C(O)C.C(OCC)(=O)C. The product is [Cl:18][C:19]1[N:20]=[N:21][C:22]([N:25]2[C:8]([C:4]3[CH:3]=[C:2]([CH3:1])[CH:7]=[CH:6][N:5]=3)=[CH:9][C:10]([C:11]([O:13][CH2:14][CH3:15])=[O:12])=[N:26]2)=[CH:23][CH:24]=1. The yield is 0.350. (2) The reactants are [H-].[Na+].[Br:3][C:4]1[CH:9]=[CH:8][C:7]([CH2:10][CH2:11][NH:12][C:13](=[O:19])[O:14][C:15]([CH3:18])([CH3:17])[CH3:16])=[CH:6][CH:5]=1.[CH3:20]I.CO. The catalyst is O1CCCC1. The product is [Br:3][C:4]1[CH:5]=[CH:6][C:7]([CH2:10][CH2:11][N:12]([CH3:20])[C:13](=[O:19])[O:14][C:15]([CH3:16])([CH3:18])[CH3:17])=[CH:8][CH:9]=1. The yield is 0.590. (3) The reactants are Cl.N[C:3]1[CH:4]=[N:5][C:6]2[C:11]([CH:12]=1)=[CH:10][C:9]([O:13][CH3:14])=[C:8]([O:15][CH3:16])[CH:7]=2.C[O-].[Na+].[C:20]1(=O)[CH2:25][CH2:24][CH2:23][CH2:22][CH2:21]1.[N:27]1C=CC=CC=1.B.Cl.[OH-].[Na+]. The catalyst is CO. The product is [NH2:27][CH:20]1[CH2:25][CH2:24][CH2:23][CH:22]([C:4]2[CH:3]=[CH:12][C:11]3[C:6](=[CH:7][C:8]([O:15][CH3:16])=[C:9]([O:13][CH3:14])[CH:10]=3)[N:5]=2)[CH2:21]1. The yield is 0.570. (4) The reactants are [C:1]([NH:4][C:5]1[CH:9]=[C:8]([C:10]2[CH:15]=[CH:14][C:13]([O:16]CC3C=CC([N+]([O-])=O)=CC=3)=[C:12]([O:27][CH3:28])[CH:11]=2)S[C:6]=1[C:29]([O:31][CH3:32])=[O:30])(=[O:3])[CH3:2]. The catalyst is [Ni].CCOC(C)=O. The product is [CH3:32][O:31][C:29](=[O:30])[CH2:6][CH:5]([CH2:9][CH2:8][C:10]1[CH:15]=[CH:14][C:13]([OH:16])=[C:12]([O:27][CH3:28])[CH:11]=1)[NH:4][C:1](=[O:3])[CH3:2]. The yield is 0.600. (5) The reactants are [C:1]([C:5]1[CH:6]=[C:7]([CH:24]=[C:25]([C:27]([CH3:30])([CH3:29])[CH3:28])[CH:26]=1)[C:8]([O:10][N:11]=[C:12]([NH2:23])[CH2:13][C:14]1[CH:19]=[CH:18][C:17]([N+:20]([O-:22])=[O:21])=[CH:16][CH:15]=1)=O)([CH3:4])([CH3:3])[CH3:2]. The catalyst is C(#N)C. The product is [C:1]([C:5]1[CH:6]=[C:7]([C:8]2[O:10][N:11]=[C:12]([CH2:13][C:14]3[CH:19]=[CH:18][C:17]([N+:20]([O-:22])=[O:21])=[CH:16][CH:15]=3)[N:23]=2)[CH:24]=[C:25]([C:27]([CH3:30])([CH3:29])[CH3:28])[CH:26]=1)([CH3:4])([CH3:3])[CH3:2]. The yield is 0.610. (6) The reactants are [C:9](O[C:9]([O:11][C:12]([CH3:15])([CH3:14])[CH3:13])=[O:10])([O:11][C:12]([CH3:15])([CH3:14])[CH3:13])=[O:10].[CH3:16][C:17]1([CH3:45])[O:22][C:21]2[CH:23]=[C:24](/[CH:27]=[CH:28]/[C:29]([N:31]([CH3:43])[CH2:32][C:33]3[O:34][C:35]4[CH:42]=[CH:41][CH:40]=[CH:39][C:36]=4[C:37]=3[CH3:38])=[O:30])[CH:25]=[N:26][C:20]=2[NH:19][C:18]1=[O:44]. The catalyst is CN(C)C1C=CN=CC=1.C(#N)C. The product is [CH3:16][C:17]1([CH3:45])[O:22][C:21]2[CH:23]=[C:24](/[CH:27]=[CH:28]/[C:29]([N:31]([CH3:43])[CH2:32][C:33]3[O:34][C:35]4[CH:42]=[CH:41][CH:40]=[CH:39][C:36]=4[C:37]=3[CH3:38])=[O:30])[CH:25]=[N:26][C:20]=2[N:19]([C:9]([O:11][C:12]([CH3:13])([CH3:14])[CH3:15])=[O:10])[C:18]1=[O:44]. The yield is 0.810. (7) The reactants are [NH2:1][CH2:2][C:3]1[CH:8]=[CH:7][C:6]([CH2:9][OH:10])=[CH:5][CH:4]=1.ON1[C:16]2[CH:17]=[CH:18][CH:19]=[CH:20][C:15]=2[N:14]=N1.CN1CC[O:25]CC1.CCN=C=NCCCN(C)C. No catalyst specified. The product is [OH:10][CH2:9][C:6]1[CH:7]=[CH:8][C:3]([CH2:2][NH:1][C:20]([C:19]2[CH:18]=[CH:17][CH:16]=[CH:15][N:14]=2)=[O:25])=[CH:4][CH:5]=1. The yield is 0.950.